From a dataset of Catalyst prediction with 721,799 reactions and 888 catalyst types from USPTO. Predict which catalyst facilitates the given reaction. Reactant: [N:1]1([C:7]([C:9]2[CH:14]=[C:13]([C:15]([F:18])([F:17])[F:16])[CH:12]=[C:11]([N+:19]([O-])=O)[CH:10]=2)=[O:8])[CH2:6][CH2:5][O:4][CH2:3][CH2:2]1. Product: [N:1]1([C:7]([C:9]2[CH:10]=[C:11]([NH2:19])[CH:12]=[C:13]([C:15]([F:16])([F:18])[F:17])[CH:14]=2)=[O:8])[CH2:6][CH2:5][O:4][CH2:3][CH2:2]1. The catalyst class is: 78.